Dataset: hERG potassium channel inhibition data for cardiac toxicity prediction from Karim et al.. Task: Regression/Classification. Given a drug SMILES string, predict its toxicity properties. Task type varies by dataset: regression for continuous values (e.g., LD50, hERG inhibition percentage) or binary classification for toxic/non-toxic outcomes (e.g., AMES mutagenicity, cardiotoxicity, hepatotoxicity). Dataset: herg_karim. (1) The drug is CC(=O)NC1CCN(Cc2ccc(Oc3nc4ccccc4s3)cc2)CC1. The result is 0 (non-blocker). (2) The drug is CC(C)(O)c1ccc(C(O)CCCN2CCC(C(O)(c3ccccc3)c3ccccc3)CC2)cc1. The result is 1 (blocker).